This data is from CYP1A2 inhibition data for predicting drug metabolism from PubChem BioAssay. The task is: Regression/Classification. Given a drug SMILES string, predict its absorption, distribution, metabolism, or excretion properties. Task type varies by dataset: regression for continuous measurements (e.g., permeability, clearance, half-life) or binary classification for categorical outcomes (e.g., BBB penetration, CYP inhibition). Dataset: cyp1a2_veith. (1) The result is 1 (inhibitor). The molecule is Clc1ccc(-c2nnc(-c3ccccc3)c(N3CCSCC3)n2)cc1. (2) The drug is Cc1noc(C)c1-c1cncnc1N(C)Cc1ccco1. The result is 0 (non-inhibitor).